From a dataset of Catalyst prediction with 721,799 reactions and 888 catalyst types from USPTO. Predict which catalyst facilitates the given reaction. (1) Reactant: [S:1]1[CH2:6][CH2:5][CH2:4][CH2:3][CH2:2]1.[CH3:7][O:8][C:9]1[CH:16]=[C:15]([O:17][CH3:18])[CH:14]=[CH:13][C:10]=1[CH2:11][NH2:12].C(O[BH-](OC(=O)C)OC(=O)C)(=O)C.[Na+]. Product: [CH3:7][O:8][C:9]1[CH:16]=[C:15]([O:17][CH3:18])[CH:14]=[CH:13][C:10]=1[CH2:11][NH:12][CH:4]1[CH2:5][CH2:6][S:1][CH2:2][CH2:3]1. The catalyst class is: 4. (2) Reactant: [N:1]([C@@H:4]([C@H:32]([CH3:35])[CH2:33][CH3:34])[C:5]([N:7]([CH:15]([CH:29]([CH3:31])[CH3:30])[CH2:16][C:17]([C:19]1[S:20][CH:21]=[C:22]([C:24]([O:26][CH2:27][CH3:28])=[O:25])[N:23]=1)=[O:18])[CH2:8][C:9]1[CH:14]=[CH:13][CH:12]=[CH:11][CH:10]=1)=[O:6])=[N+:2]=[N-:3].CO. Product: [N:1]([C@@H:4]([C@H:32]([CH3:35])[CH2:33][CH3:34])[C:5]([N:7]([C@@H:15]([CH:29]([CH3:30])[CH3:31])[CH2:16][C@H:17]([C:19]1[S:20][CH:21]=[C:22]([C:24]([O:26][CH2:27][CH3:28])=[O:25])[N:23]=1)[OH:18])[CH2:8][C:9]1[CH:10]=[CH:11][CH:12]=[CH:13][CH:14]=1)=[O:6])=[N+:2]=[N-:3]. The catalyst class is: 1. (3) Reactant: [CH:1]([NH2:4])([CH3:3])[CH3:2].[Br:5][C:6]1[CH:11]=[C:10](Br)[C:9]([N+:13]([O-:15])=[O:14])=[CH:8][N:7]=1. Product: [Br:5][C:6]1[CH:11]=[C:10]([NH:4][CH:1]([CH3:3])[CH3:2])[C:9]([N+:13]([O-:15])=[O:14])=[CH:8][N:7]=1. The catalyst class is: 20. (4) Reactant: [ClH:1].C(OC(=O)[NH:8][CH2:9][CH2:10][CH2:11][N:12]1[CH2:16][CH2:15][C:14]([CH3:18])([CH3:17])[C:13]1=[O:19])(C)(C)C. Product: [ClH:1].[NH2:8][CH2:9][CH2:10][CH2:11][N:12]1[CH2:16][CH2:15][C:14]([CH3:17])([CH3:18])[C:13]1=[O:19]. The catalyst class is: 12. (5) Reactant: [Br:1][C:2]1[CH:3]=[N:4][CH:5]=[C:6]([CH:10]=1)[C:7]([OH:9])=O.O.O[N:13]1[C:17]2[CH:18]=[CH:19][CH:20]=[CH:21][C:16]=2[N:15]=N1.Cl.CN(C)[CH2:25][CH2:26]CN=C=NCC.C(N(CC)C(C)C)(C)C.N1C2C=CC=CC=2N=C1C[NH:53][CH2:54][CH2:55][CH2:56][NH:57][CH:58]1[C:67]2[N:66]=[CH:65][CH:64]=[CH:63][C:62]=2[CH2:61][CH2:60][CH2:59]1. Product: [NH:13]1[C:17]2[CH:18]=[CH:19][CH:20]=[CH:21][C:16]=2[N:15]=[C:25]1[CH2:26][N:57]([CH:58]1[C:67]2[N:66]=[CH:65][CH:64]=[CH:63][C:62]=2[CH2:61][CH2:60][CH2:59]1)[CH2:56][CH2:55][CH2:54][NH:53][C:7](=[O:9])[C:6]1[CH:10]=[C:2]([Br:1])[CH:3]=[N:4][CH:5]=1. The catalyst class is: 248. (6) Reactant: [CH2:1]([O:3][C:4]1[CH:23]=[C:22]([F:24])[C:7]([CH2:8][N:9]2[C:17]3[C:12](=[CH:13][CH:14]=[CH:15][CH:16]=3)[C:11]([C:18](OC)=O)=[N:10]2)=[C:6]([F:25])[CH:5]=1)[CH3:2].Cl.Cl.[C:28](=[NH:34])([NH2:33])[CH2:29][C:30](=[NH:32])[NH2:31].C[O-].[Na+]. Product: [CH2:1]([O:3][C:4]1[CH:23]=[C:22]([F:24])[C:7]([CH2:8][N:9]2[C:17]3[C:12](=[CH:13][CH:14]=[CH:15][CH:16]=3)[C:11]([C:18]3[N:33]=[C:28]([NH2:34])[CH:29]=[C:30]([NH2:32])[N:31]=3)=[N:10]2)=[C:6]([F:25])[CH:5]=1)[CH3:2]. The catalyst class is: 5. (7) Reactant: [F:1][C:2]1[CH:7]=[CH:6][C:5]([C:8]2[NH:9][CH:10]=[C:11]([C:19]3[CH2:20][CH2:21][NH:22][CH2:23][CH:24]=3)[C:12]=2[C:13]2[CH:18]=[CH:17][N:16]=[CH:15][CH:14]=2)=[CH:4][CH:3]=1.[CH3:25][S:26]([C:29]1[CH:34]=[CH:33][C:32]([CH2:35][CH:36]=O)=[CH:31][CH:30]=1)(=[O:28])=[O:27].C(O)(=O)C.[Na]. Product: [F:1][C:2]1[CH:7]=[CH:6][C:5]([C:8]2[NH:9][CH:10]=[C:11]([C:19]3[CH2:20][CH2:21][N:22]([CH2:36][CH2:35][C:32]4[CH:31]=[CH:30][C:29]([S:26]([CH3:25])(=[O:28])=[O:27])=[CH:34][CH:33]=4)[CH2:23][CH:24]=3)[C:12]=2[C:13]2[CH:18]=[CH:17][N:16]=[CH:15][CH:14]=2)=[CH:4][CH:3]=1. The catalyst class is: 5. (8) Reactant: [CH3:1][C:2]1[CH:7]=[CH:6][CH:5]=[C:4]([CH3:8])[C:3]=1[OH:9].[H-].[Na+].C(OC([N:19]1[CH2:24][CH2:23][N:22]([C:25]([C:27]2[C:35]3[C:30](=[N:31][CH:32]=[CH:33][C:34]=3[CH2:36][CH2:37][CH3:38])[N:29]([C:39]3[CH:44]=[CH:43][CH:42]=[CH:41][CH:40]=3)[C:28]=2Cl)=[O:26])[CH2:21][CH2:20]1)=O)(C)(C)C. Product: [CH3:1][C:2]1[CH:7]=[CH:6][CH:5]=[C:4]([CH3:8])[C:3]=1[O:9][C:28]1[N:29]([C:39]2[CH:40]=[CH:41][CH:42]=[CH:43][CH:44]=2)[C:30]2=[N:31][CH:32]=[CH:33][C:34]([CH2:36][CH2:37][CH3:38])=[C:35]2[C:27]=1[C:25]([N:22]1[CH2:23][CH2:24][NH:19][CH2:20][CH2:21]1)=[O:26]. The catalyst class is: 37. (9) Reactant: [NH2:1][C:2]1[C:3]([O:17][C:18]2[CH:19]=[C:20]([CH:23]=[CH:24][CH:25]=2)[C:21]#[N:22])=[N:4][C:5]([O:8][C:9]2[CH:10]=[C:11]([CH:14]=[CH:15][CH:16]=2)[C:12]#[N:13])=[CH:6][CH:7]=1.[C:26](Cl)(=[O:33])[C:27]1[CH:32]=[CH:31][CH:30]=[CH:29][CH:28]=1.C(N(CC)CC)C. Product: [C:21]([C:20]1[CH:19]=[C:18]([CH:25]=[CH:24][CH:23]=1)[O:17][C:3]1[C:2]([NH:1][C:26](=[O:33])[C:27]2[CH:32]=[CH:31][CH:30]=[CH:29][CH:28]=2)=[CH:7][CH:6]=[C:5]([O:8][C:9]2[CH:16]=[CH:15][CH:14]=[C:11]([C:12]#[N:13])[CH:10]=2)[N:4]=1)#[N:22]. The catalyst class is: 10.